Dataset: NCI-60 drug combinations with 297,098 pairs across 59 cell lines. Task: Regression. Given two drug SMILES strings and cell line genomic features, predict the synergy score measuring deviation from expected non-interaction effect. (1) Drug 1: C1=NNC2=C1C(=O)NC=N2. Drug 2: CC(C)CN1C=NC2=C1C3=CC=CC=C3N=C2N. Cell line: K-562. Synergy scores: CSS=0.548, Synergy_ZIP=1.55, Synergy_Bliss=1.17, Synergy_Loewe=-3.72, Synergy_HSA=-3.94. (2) Drug 1: CCC1=C2CN3C(=CC4=C(C3=O)COC(=O)C4(CC)O)C2=NC5=C1C=C(C=C5)O. Drug 2: C1=NNC2=C1C(=O)NC=N2. Cell line: SNB-75. Synergy scores: CSS=30.4, Synergy_ZIP=-5.82, Synergy_Bliss=-4.38, Synergy_Loewe=-85.5, Synergy_HSA=-5.76. (3) Drug 1: CC1=C(C=C(C=C1)NC(=O)C2=CC=C(C=C2)CN3CCN(CC3)C)NC4=NC=CC(=N4)C5=CN=CC=C5. Drug 2: C(CC(=O)O)C(=O)CN.Cl. Cell line: SR. Synergy scores: CSS=12.5, Synergy_ZIP=-4.65, Synergy_Bliss=-1.59, Synergy_Loewe=-4.60, Synergy_HSA=-0.290. (4) Drug 2: C1=NC2=C(N=C(N=C2N1C3C(C(C(O3)CO)O)O)F)N. Synergy scores: CSS=23.6, Synergy_ZIP=5.68, Synergy_Bliss=2.73, Synergy_Loewe=3.30, Synergy_HSA=4.05. Cell line: SK-OV-3. Drug 1: C1=C(C(=O)NC(=O)N1)F. (5) Drug 1: CN(C)C1=NC(=NC(=N1)N(C)C)N(C)C. Drug 2: CC1=C(C(CCC1)(C)C)C=CC(=CC=CC(=CC(=O)O)C)C. Cell line: HOP-62. Synergy scores: CSS=-2.71, Synergy_ZIP=8.59, Synergy_Bliss=3.25, Synergy_Loewe=-3.99, Synergy_HSA=-2.74. (6) Drug 1: C1CN1P(=S)(N2CC2)N3CC3. Drug 2: C1=NC2=C(N1)C(=S)N=CN2. Cell line: OVCAR-8. Synergy scores: CSS=45.0, Synergy_ZIP=-11.2, Synergy_Bliss=-2.35, Synergy_Loewe=0.0217, Synergy_HSA=2.06. (7) Drug 1: CN(C)N=NC1=C(NC=N1)C(=O)N. Drug 2: CC1C(C(CC(O1)OC2CC(CC3=C2C(=C4C(=C3O)C(=O)C5=CC=CC=C5C4=O)O)(C(=O)C)O)N)O. Cell line: SF-539. Synergy scores: CSS=36.7, Synergy_ZIP=-3.06, Synergy_Bliss=-3.79, Synergy_Loewe=-21.0, Synergy_HSA=-2.78. (8) Drug 2: C1=CC(=CC=C1C#N)C(C2=CC=C(C=C2)C#N)N3C=NC=N3. Synergy scores: CSS=-1.62, Synergy_ZIP=7.63, Synergy_Bliss=11.1, Synergy_Loewe=7.31, Synergy_HSA=3.04. Cell line: MDA-MB-435. Drug 1: CS(=O)(=O)C1=CC(=C(C=C1)C(=O)NC2=CC(=C(C=C2)Cl)C3=CC=CC=N3)Cl. (9) Drug 1: C1=CC(=CC=C1CCC2=CNC3=C2C(=O)NC(=N3)N)C(=O)NC(CCC(=O)O)C(=O)O. Drug 2: CC1CCC2CC(C(=CC=CC=CC(CC(C(=O)C(C(C(=CC(C(=O)CC(OC(=O)C3CCCCN3C(=O)C(=O)C1(O2)O)C(C)CC4CCC(C(C4)OC)OCCO)C)C)O)OC)C)C)C)OC. Cell line: NCI-H460. Synergy scores: CSS=37.0, Synergy_ZIP=-0.665, Synergy_Bliss=-2.53, Synergy_Loewe=-2.68, Synergy_HSA=0.816. (10) Drug 1: COC1=CC(=CC(=C1O)OC)C2C3C(COC3=O)C(C4=CC5=C(C=C24)OCO5)OC6C(C(C7C(O6)COC(O7)C8=CC=CS8)O)O. Drug 2: CC(C)CN1C=NC2=C1C3=CC=CC=C3N=C2N. Cell line: OVCAR-5. Synergy scores: CSS=6.62, Synergy_ZIP=-4.97, Synergy_Bliss=-1.81, Synergy_Loewe=-10.1, Synergy_HSA=-1.80.